Dataset: Full USPTO retrosynthesis dataset with 1.9M reactions from patents (1976-2016). Task: Predict the reactants needed to synthesize the given product. (1) Given the product [CH3:1][O:2][C:3]1[CH:4]=[CH:5][C:6]([C:7]([NH:9][C:10]2[C:11]([NH:16][C:17]([CH:19]3[CH2:20][CH2:21][N:22]([CH2:33][C:28]4[CH:29]=[CH:30][CH:31]=[CH:32][N:27]=4)[CH2:23][CH2:24]3)=[O:18])=[CH:12][CH:13]=[CH:14][CH:15]=2)=[O:8])=[CH:25][CH:26]=1, predict the reactants needed to synthesize it. The reactants are: [CH3:1][O:2][C:3]1[CH:26]=[CH:25][C:6]([C:7]([NH:9][C:10]2[C:11]([NH:16][C:17]([CH:19]3[CH2:24][CH2:23][NH:22][CH2:21][CH2:20]3)=[O:18])=[CH:12][CH:13]=[CH:14][CH:15]=2)=[O:8])=[CH:5][CH:4]=1.[N:27]1[CH:32]=[CH:31][CH:30]=[CH:29][C:28]=1[CH:33]=O. (2) Given the product [NH2:12][C:6]1[C:7]([N+:9]([O-:11])=[O:10])=[CH:8][C:3]([C:1]#[N:2])=[CH:4][C:5]=1[CH3:19], predict the reactants needed to synthesize it. The reactants are: [C:1]([C:3]1[CH:8]=[C:7]([N+:9]([O-:11])=[O:10])[C:6]([NH:12]C(=O)C(F)(F)F)=[C:5]([CH3:19])[CH:4]=1)#[N:2].N. (3) The reactants are: [S:1]([Cl:5])(Cl)(=[O:3])=[O:2].CN(C=O)C.[CH3:11][O:12][C:13]1[CH:28]=[CH:27][CH:26]=[CH:25][C:14]=1[CH2:15][C:16]1[S:20][C:19]2[CH:21]=[CH:22][CH:23]=[CH:24][C:18]=2[CH:17]=1. Given the product [CH3:11][O:12][C:13]1[CH:28]=[CH:27][CH:26]=[CH:25][C:14]=1[CH2:15][C:16]1[S:20][C:19]2[CH:21]=[CH:22][CH:23]=[CH:24][C:18]=2[C:17]=1[S:1]([Cl:5])(=[O:3])=[O:2], predict the reactants needed to synthesize it. (4) Given the product [OH:14][N:13]=[C:12]([Cl:1])[C:11]1[CH:15]=[CH:16][CH:17]=[CH:18][C:10]=1[CH3:9], predict the reactants needed to synthesize it. The reactants are: [Cl:1]N1C(=O)CCC1=O.[CH3:9][C:10]1[CH:18]=[CH:17][CH:16]=[CH:15][C:11]=1[CH:12]=[N:13][OH:14].